Dataset: Forward reaction prediction with 1.9M reactions from USPTO patents (1976-2016). Task: Predict the product of the given reaction. (1) Given the reactants C([NH:4][C@:5]1([C:22](NC(C)(C)C)=[O:23])[C@@H:9]([CH2:10][CH2:11][CH2:12][B:13]2[O:17]C(C)(C)C(C)(C)[O:14]2)[CH2:8][NH:7][CH2:6]1)(=O)C.C([N:36]1[CH2:41][CH2:40][CH2:39][CH2:38][CH:37]1C=O)(OC(C)(C)C)=O.S([O-])([O-])(=O)=[O:45].[Na+].[Na+].C(O)(=O)C.C(O[BH-](OC(=O)C)OC(=O)C)(=O)C.[Na+].C(=O)([O-])[O-].[Na+].[Na+], predict the reaction product. The product is: [NH2:4][C@:5]1([C:22]([OH:23])=[O:45])[C@@H:9]([CH2:10][CH2:11][CH2:12][B:13]([OH:14])[OH:17])[CH2:8][N:7]([CH2:40][CH:41]2[CH2:39][CH2:38][CH2:37][NH:36]2)[CH2:6]1. (2) Given the reactants [Cl:1][C:2]1[CH:3]=[C:4]([CH:9]2[C:18]3[C:13](=[CH:14][CH:15]=[CH:16][CH:17]=3)[C:12](=[N:19][CH3:20])[CH2:11][CH2:10]2)[CH:5]=[CH:6][C:7]=1[Cl:8].CO.[H][H], predict the reaction product. The product is: [CH3:20][NH:19][C@@H:12]1[C:13]2[CH:14]=[CH:15][CH:16]=[CH:17][C:18]=2[C@H:9]([C:4]2[CH:5]=[CH:6][C:7]([Cl:8])=[C:2]([Cl:1])[CH:3]=2)[CH2:10][CH2:11]1.